The task is: Regression. Given a peptide amino acid sequence and an MHC pseudo amino acid sequence, predict their binding affinity value. This is MHC class II binding data.. This data is from Peptide-MHC class II binding affinity with 134,281 pairs from IEDB. The binding affinity (normalized) is 0.249. The MHC is HLA-DQA10501-DQB10201 with pseudo-sequence HLA-DQA10501-DQB10201. The peptide sequence is RRTEPAAEGVGAASQDL.